From a dataset of Catalyst prediction with 721,799 reactions and 888 catalyst types from USPTO. Predict which catalyst facilitates the given reaction. Reactant: [Cl:1][C:2]1[CH:3]=[C:4]([C:9]([C:25]([F:28])([F:27])[F:26])=[CH:10][C:11]([C:13]2[CH:18]=[CH:17][C:16]([C@@H:19]([NH:21][C:22](=[O:24])[CH3:23])[CH3:20])=[CH:15][CH:14]=2)=O)[CH:5]=[C:6]([Cl:8])[CH:7]=1.Br.C([N+](CCCC)(CCCC)CCCC)CCC.[NH2:47][OH:48].[OH-].[Na+].[Cl-].[NH4+]. Product: [Cl:1][C:2]1[CH:3]=[C:4]([C:9]2([C:25]([F:28])([F:27])[F:26])[O:48][N:47]=[C:11]([C:13]3[CH:18]=[CH:17][C:16]([C@@H:19]([NH:21][C:22](=[O:24])[CH3:23])[CH3:20])=[CH:15][CH:14]=3)[CH2:10]2)[CH:5]=[C:6]([Cl:8])[CH:7]=1. The catalyst class is: 26.